From a dataset of Forward reaction prediction with 1.9M reactions from USPTO patents (1976-2016). Predict the product of the given reaction. (1) Given the reactants [NH2:1][C:2]1[CH:3]=[C:4]([C:8]2[N:13]3[N:14]=[CH:15][C:16]([C:17]([C:19]4[S:20][CH:21]=[CH:22][CH:23]=4)=[O:18])=[C:12]3[N:11]=[CH:10][CH:9]=2)[CH:5]=[CH:6][CH:7]=1.[N:24]1[CH:29]=[CH:28][CH:27]=[C:26]([CH2:30][CH2:31][C:32](O)=[O:33])[CH:25]=1, predict the reaction product. The product is: [N:24]1[CH:29]=[CH:28][CH:27]=[C:26]([CH2:30][CH2:31][C:32]([NH:1][C:2]2[CH:7]=[CH:6][CH:5]=[C:4]([C:8]3[N:13]4[N:14]=[CH:15][C:16]([C:17]([C:19]5[S:20][CH:21]=[CH:22][CH:23]=5)=[O:18])=[C:12]4[N:11]=[CH:10][CH:9]=3)[CH:3]=2)=[O:33])[CH:25]=1. (2) Given the reactants C(N)CCC.NO.Cl.[CH:9]#[C:10][C@H:11]([OH:15])[CH2:12][CH2:13][CH3:14].[C:16]([O:19][C@H:20]([C:23]#[C:24]Br)[CH:21]=[CH2:22])(=[O:18])[CH3:17], predict the reaction product. The product is: [C:16]([O:19][C@H:20]([C:23]#[C:24][C:9]#[C:10][C@H:11]([OH:15])[CH2:12][CH2:13][CH3:14])[CH:21]=[CH2:22])(=[O:18])[CH3:17]. (3) Given the reactants Cl.[NH:2]1[CH2:6][CH2:5][C@@H:4]([OH:7])[CH2:3]1.C(N(CC)CC)C.[CH2:15](Cl)[C:16]1[CH:21]=[CH:20][CH:19]=[CH:18][CH:17]=1, predict the reaction product. The product is: [CH2:15]([N:2]1[CH2:6][CH2:5][C@@H:4]([OH:7])[CH2:3]1)[C:16]1[CH:21]=[CH:20][CH:19]=[CH:18][CH:17]=1. (4) Given the reactants CS(C)=O.[CH3:5][C:6]1[CH:22]=[CH:21][C:9]([CH2:10][C:11]2[S:12][C:13](/[CH:16]=[CH:17]/[N+:18]([O-:20])=[O:19])=[CH:14][CH:15]=2)=[CH:8][CH:7]=1.C(O)(=O)C.[BH4-].[Na+], predict the reaction product. The product is: [CH3:5][C:6]1[CH:7]=[CH:8][C:9]([CH2:10][C:11]2[S:12][C:13]([CH2:16][CH2:17][N+:18]([O-:20])=[O:19])=[CH:14][CH:15]=2)=[CH:21][CH:22]=1. (5) Given the reactants [CH2:1]([O:8][C:9]([N:11]1[CH2:17][CH2:16][C:15]2([NH:18]C(OC(C)(C)C)=O)[CH:13]([CH2:14]2)[CH2:12]1)=[O:10])[C:2]1[CH:7]=[CH:6][CH:5]=[CH:4][CH:3]=1.C(O)(C(F)(F)F)=O, predict the reaction product. The product is: [CH2:1]([O:8][C:9]([N:11]1[CH2:17][CH2:16][C:15]2([NH2:18])[CH:13]([CH2:14]2)[CH2:12]1)=[O:10])[C:2]1[CH:3]=[CH:4][CH:5]=[CH:6][CH:7]=1. (6) Given the reactants Cl[C:2]1[CH:11]=[CH:10][CH:9]=[CH:8][C:3]=1[CH2:4][CH2:5][CH:6]=[O:7].[O:12]=[C:13]([CH3:20])/[CH:14]=[CH:15]/[C:16]([O:18][CH3:19])=[O:17], predict the reaction product. The product is: [CH2:4]([C@H:5]1[C@@H:15]([C:16]([O:18][CH3:19])=[O:17])[CH:14]=[C:13]([CH3:20])[O:12][C:6]1=[O:7])[C:3]1[CH:8]=[CH:9][CH:10]=[CH:11][CH:2]=1. (7) Given the reactants [CH2:1]([O:8][C:9]([N:11]1[CH2:16][CH2:15][CH2:14][C:13](=O)[CH2:12]1)=[O:10])[C:2]1[CH:7]=[CH:6][CH:5]=[CH:4][CH:3]=1.[C:18]1([C@H:28]([NH2:30])[CH3:29])[C:27]2[C:22](=[CH:23][CH:24]=[CH:25][CH:26]=2)[CH:21]=[CH:20][CH:19]=1.C(O[BH-](OC(=O)C)OC(=O)C)(=O)C.[Na+].[OH-].[Na+], predict the reaction product. The product is: [C:18]1([C@H:28]([NH:30][CH:13]2[CH2:14][CH2:15][CH2:16][N:11]([C:9]([O:8][CH2:1][C:2]3[CH:7]=[CH:6][CH:5]=[CH:4][CH:3]=3)=[O:10])[CH2:12]2)[CH3:29])[C:27]2[C:22](=[CH:23][CH:24]=[CH:25][CH:26]=2)[CH:21]=[CH:20][CH:19]=1.